This data is from Peptide-MHC class II binding affinity with 134,281 pairs from IEDB. The task is: Regression. Given a peptide amino acid sequence and an MHC pseudo amino acid sequence, predict their binding affinity value. This is MHC class II binding data. (1) The peptide sequence is LECFVRSTPASFEKK. The MHC is DRB1_1302 with pseudo-sequence DRB1_1302. The binding affinity (normalized) is 1.00. (2) The peptide sequence is LMCEIEGHHLASAAI. The MHC is DRB1_1001 with pseudo-sequence DRB1_1001. The binding affinity (normalized) is 0.270. (3) The peptide sequence is SPEVIPMFSALSE. The binding affinity (normalized) is 0.477. The MHC is DRB1_1101 with pseudo-sequence DRB1_1101. (4) The peptide sequence is NRKELLVTFKNAHAK. The MHC is DRB1_1501 with pseudo-sequence DRB1_1501. The binding affinity (normalized) is 0.988. (5) The peptide sequence is IIFSKNLNIKLNMPL. The MHC is DRB1_0901 with pseudo-sequence DRB1_0901. The binding affinity (normalized) is 0.511. (6) The peptide sequence is EEFFHQYLQSRDQVP. The binding affinity (normalized) is 0.187. The MHC is DRB1_0101 with pseudo-sequence DRB1_0101.